Task: Predict the reactants needed to synthesize the given product.. Dataset: Full USPTO retrosynthesis dataset with 1.9M reactions from patents (1976-2016) (1) Given the product [CH:1]1([CH2:6][N:33]2[CH2:34][CH2:35][CH:30]([NH:29][C:27](=[O:28])[CH2:26][C:23]3[CH:22]=[CH:21][C:20]([N:17]4[CH2:18][CH2:19][C@H:15]([N:11]5[CH2:12][CH2:13][CH2:14][C@@H:10]5[CH3:9])[CH2:16]4)=[CH:25][CH:24]=3)[CH2:31][CH2:32]2)[CH2:2][CH2:3][CH2:4][CH2:5]1, predict the reactants needed to synthesize it. The reactants are: [CH:1]1([CH:6]=O)[CH2:5][CH2:4][CH2:3][CH2:2]1.Cl.[CH3:9][C@H:10]1[CH2:14][CH2:13][CH2:12][N:11]1[C@H:15]1[CH2:19][CH2:18][N:17]([C:20]2[CH:25]=[CH:24][C:23]([CH2:26][C:27]([NH:29][CH:30]3[CH2:35][CH2:34][NH:33][CH2:32][CH2:31]3)=[O:28])=[CH:22][CH:21]=2)[CH2:16]1.C(O[BH-](OC(=O)C)OC(=O)C)(=O)C.[Na+].N#N. (2) Given the product [CH2:1]([O:8][CH2:9][N:10]1[C:49](=[O:50])[C:48]([CH3:51])=[CH:47][N:12]([C@@H:13]2[O:37][C@H:17]([CH2:18][OH:19])[C@@:15]([CH2:38][O:39][CH2:40][C:41]3[CH:46]=[CH:45][CH:44]=[CH:43][CH:42]=3)([OH:16])[CH2:14]2)[C:11]1=[O:52])[C:2]1[CH:3]=[CH:4][CH:5]=[CH:6][CH:7]=1, predict the reactants needed to synthesize it. The reactants are: [CH2:1]([O:8][CH2:9][N:10]1[C:49](=[O:50])[C:48]([CH3:51])=[CH:47][N:12]([C@@H:13]2[O:37][C@H:17]([CH2:18][O:19][Si](C(C)(C)C)(C3C=CC=CC=3)C3C=CC=CC=3)[C@@:15]([CH2:38][O:39][CH2:40][C:41]3[CH:46]=[CH:45][CH:44]=[CH:43][CH:42]=3)([OH:16])[CH2:14]2)[C:11]1=[O:52])[C:2]1[CH:7]=[CH:6][CH:5]=[CH:4][CH:3]=1.[F-].C([NH3+])(C)(C)C. (3) Given the product [Cl:1][C:2]1[N:10]=[CH:9][CH:8]=[CH:7][C:3]=1[C:4]([O:6][CH3:11])=[O:5], predict the reactants needed to synthesize it. The reactants are: [Cl:1][C:2]1[N:10]=[CH:9][CH:8]=[CH:7][C:3]=1[C:4]([OH:6])=[O:5].[C:11](Cl)(=O)C(Cl)=O.C(N(CC)CC)C.CO. (4) Given the product [O:45]=[C:42]1[NH:41][C:40]2[CH:46]=[C:36]([NH:35][C:13]([CH:10]3[CH2:9][CH2:8][N:7]([C:3]4[CH:2]=[C:1]([C:16]5[CH:21]=[CH:20][CH:19]=[CH:18][CH:17]=5)[CH:6]=[CH:5][CH:4]=4)[CH2:12][CH2:11]3)=[O:14])[CH:37]=[CH:38][C:39]=2[O:44][CH2:43]1, predict the reactants needed to synthesize it. The reactants are: [C:1]1([C:16]2[CH:21]=[CH:20][CH:19]=[CH:18][CH:17]=2)[CH:6]=[CH:5][CH:4]=[C:3]([N:7]2[CH2:12][CH2:11][CH:10]([C:13](O)=[O:14])[CH2:9][CH2:8]2)[CH:2]=1.BrC1C=C(C2C=CC=CC=2)C=CC=1.[NH2:35][C:36]1[CH:37]=[CH:38][C:39]2[O:44][CH2:43][C:42](=[O:45])[NH:41][C:40]=2[CH:46]=1. (5) Given the product [Cl:14][C:7]1[CH:8]=[N:9][C:10]2[C:5]([C:6]=1[OH:13])=[CH:4][C:3]([O:2][CH3:1])=[CH:12][CH:11]=2, predict the reactants needed to synthesize it. The reactants are: [CH3:1][O:2][C:3]1[CH:4]=[C:5]2[C:10](=[CH:11][CH:12]=1)[N:9]=[CH:8][CH:7]=[C:6]2[OH:13].[Cl:14]N1C(=O)CCC1=O. (6) Given the product [OH:8][CH2:9][CH2:10][CH:11]([N:18]1[C:26]2[C:21](=[CH:22][CH:23]=[CH:24][CH:25]=2)[C:20]([CH3:27])([CH3:28])[C:19]1=[O:29])[C:12]1[CH:17]=[CH:16][CH:15]=[CH:14][CH:13]=1, predict the reactants needed to synthesize it. The reactants are: [Si]([O:8][CH2:9][CH2:10][CH:11]([N:18]1[C:26]2[C:21](=[CH:22][CH:23]=[CH:24][CH:25]=2)[C:20]([CH3:28])([CH3:27])[C:19]1=[O:29])[C:12]1[CH:17]=[CH:16][CH:15]=[CH:14][CH:13]=1)(C(C)(C)C)(C)C.[F-].C([N+](CCCC)(CCCC)CCCC)CCC.